Dataset: Full USPTO retrosynthesis dataset with 1.9M reactions from patents (1976-2016). Task: Predict the reactants needed to synthesize the given product. (1) Given the product [CH:1]1[C:10]2[C:5](=[CH:6][CH:7]=[CH:8][CH:9]=2)[CH:4]=[CH:3][C:2]=1[CH2:11][N:12]1[CH2:17][CH2:16][N:15]([CH2:18][C:19]([NH:24][NH2:25])=[O:21])[CH2:14][CH2:13]1, predict the reactants needed to synthesize it. The reactants are: [CH:1]1[C:10]2[C:5](=[CH:6][CH:7]=[CH:8][CH:9]=2)[CH:4]=[CH:3][C:2]=1[CH2:11][N:12]1[CH2:17][CH2:16][N:15]([CH2:18][C:19]([O:21]CC)=O)[CH2:14][CH2:13]1.[NH2:24][NH2:25]. (2) The reactants are: C(O)(C(F)(F)F)=O.COC1C=CC(C[NH:15][C:16]2[CH:25]=[C:24]3[C:19]([CH:20]=[C:21]([C:29]4[CH:34]=[C:33]([NH2:35])[C:32]([F:36])=[CH:31][C:30]=4[CH3:37])[C:22](=[O:28])[N:23]3[CH2:26][CH3:27])=[CH:18][N:17]=2)=CC=1. Given the product [NH2:15][C:16]1[CH:25]=[C:24]2[C:19]([CH:20]=[C:21]([C:29]3[CH:34]=[C:33]([NH2:35])[C:32]([F:36])=[CH:31][C:30]=3[CH3:37])[C:22](=[O:28])[N:23]2[CH2:26][CH3:27])=[CH:18][N:17]=1, predict the reactants needed to synthesize it. (3) Given the product [CH3:1][O:2][C:3]1[CH:11]=[CH:10][C:6]([C:7]([Cl:14])=[O:8])=[CH:5][CH:4]=1, predict the reactants needed to synthesize it. The reactants are: [CH3:1][O:2][C:3]1[CH:11]=[CH:10][C:6]([C:7](O)=[O:8])=[CH:5][CH:4]=1.S(Cl)([Cl:14])=O. (4) The reactants are: [CH3:1][O:2][C:3]1[CH:10]=[CH:9][C:6]([CH2:7][NH2:8])=[CH:5][CH:4]=1.[C:11](C1NC=CN=1)(C1NC=CN=1)=[S:12]. Given the product [N:8]([CH2:7][C:6]1[CH:9]=[CH:10][C:3]([O:2][CH3:1])=[CH:4][CH:5]=1)=[C:11]=[S:12], predict the reactants needed to synthesize it. (5) Given the product [Br:1][C:2]1[C:7]([C:8]([F:11])([F:10])[F:9])=[CH:6][C:5]2[NH:12][CH:14]=[N:13][C:4]=2[CH:3]=1, predict the reactants needed to synthesize it. The reactants are: [Br:1][C:2]1[CH:3]=[C:4]([NH2:13])[C:5]([NH2:12])=[CH:6][C:7]=1[C:8]([F:11])([F:10])[F:9].[CH:14](O)=O. (6) Given the product [C:1]([O:5][C:6](=[O:19])[NH:7][CH2:8][C@@H:9]1[CH2:11][C@H:10]1[C:12]1[CH:13]=[C:14]([C:25]2[CH:24]=[CH:23][CH:22]=[C:21]([Cl:20])[CH:26]=2)[CH:15]=[CH:16][CH:17]=1)([CH3:4])([CH3:3])[CH3:2], predict the reactants needed to synthesize it. The reactants are: [C:1]([O:5][C:6](=[O:19])[NH:7][CH2:8][C@@H:9]1[CH2:11][C@H:10]1[C:12]1[CH:17]=[CH:16][CH:15]=[C:14](Br)[CH:13]=1)([CH3:4])([CH3:3])[CH3:2].[Cl:20][C:21]1[CH:22]=[C:23](B(O)O)[CH:24]=[CH:25][CH:26]=1.C([O-])([O-])=O.[K+].[K+]. (7) Given the product [F:2][C:3]1[CH:4]=[CH:5][C:6]([S:9]([C:12]2[C:13]([O:24][CH:25]([CH3:30])[CH3:26])=[CH:14][C:15]3[CH2:21][CH2:20][N:19]([CH3:22])[CH2:18][CH2:17][C:16]=3[CH:23]=2)(=[O:11])=[O:10])=[CH:7][CH:8]=1, predict the reactants needed to synthesize it. The reactants are: Br.[F:2][C:3]1[CH:8]=[CH:7][C:6]([S:9]([C:12]2[C:13]([OH:24])=[CH:14][C:15]3[CH2:21][CH2:20][N:19]([CH3:22])[CH2:18][CH2:17][C:16]=3[CH:23]=2)(=[O:11])=[O:10])=[CH:5][CH:4]=1.[C:25]1(P(C2C=CC=CC=2)C2C=CC=CC=2)[CH:30]=CC=C[CH:26]=1.C(O)(C)C.N(C(OC(C)C)=O)=NC(OC(C)C)=O. (8) Given the product [CH3:28][C:23]1[CH:22]=[C:21]([NH:20][C:18]2[CH:17]=[CH:16][N:15]=[C:14]([C:3]3[CH:4]=[C:5]([N:8]4[CH2:13][CH2:12][CH2:11][CH2:10][CH2:9]4)[CH:6]=[CH:7][C:2]=3[NH:1][C:36]([C:38]3[CH:39]=[C:40]([CH:49]=[CH:50][CH:51]=3)[CH2:41][S:42][CH2:43][CH2:44][C:45]([O:47][CH3:48])=[O:46])=[O:37])[CH:19]=2)[CH:26]=[CH:25][C:24]=1[CH3:27], predict the reactants needed to synthesize it. The reactants are: [NH2:1][C:2]1[CH:7]=[CH:6][C:5]([N:8]2[CH2:13][CH2:12][CH2:11][CH2:10][CH2:9]2)=[CH:4][C:3]=1[C:14]1[CH:19]=[C:18]([NH:20][C:21]2[CH:26]=[CH:25][C:24]([CH3:27])=[C:23]([CH3:28])[CH:22]=2)[CH:17]=[CH:16][N:15]=1.N1C=CC=CC=1.Cl[C:36]([C:38]1[CH:39]=[C:40]([CH:49]=[CH:50][CH:51]=1)[CH2:41][S:42][CH2:43][CH2:44][C:45]([O:47][CH3:48])=[O:46])=[O:37]. (9) Given the product [C:30]([NH:29][CH2:28][C:12]1[N:11]([CH:33]([CH3:35])[CH3:34])[C:10]([CH2:9][CH2:8][CH:7]([OH:36])[CH2:6][CH:5]([OH:37])[CH2:4][C:3]([OH:38])=[O:2])=[C:14]([C:15]2[CH:16]=[CH:17][C:18]([F:21])=[CH:19][CH:20]=2)[C:13]=1[C:22]1[CH:27]=[CH:26][CH:25]=[CH:24][CH:23]=1)(=[O:32])[CH3:31], predict the reactants needed to synthesize it. The reactants are: C[O:2][C:3](=[O:38])[CH2:4][CH:5]([OH:37])[CH2:6][CH:7]([OH:36])[CH2:8][CH2:9][C:10]1[N:11]([CH:33]([CH3:35])[CH3:34])[C:12]([CH2:28][NH:29][C:30](=[O:32])[CH3:31])=[C:13]([C:22]2[CH:27]=[CH:26][CH:25]=[CH:24][CH:23]=2)[C:14]=1[C:15]1[CH:20]=[CH:19][C:18]([F:21])=[CH:17][CH:16]=1.[OH-].[Na+]. (10) Given the product [Cl:1][C:2]1[CH:10]=[C:9]([CH:8]=[CH:7][C:3]=1[C:4]([N:30]1[CH2:31][CH2:32][CH:27]([OH:26])[CH2:28][CH2:29]1)=[O:6])[C:11]([NH:13][CH:14]([C:16]1[NH:20][C:19]2[CH:21]=[CH:22][C:23]([Cl:25])=[CH:24][C:18]=2[N:17]=1)[CH3:15])=[O:12], predict the reactants needed to synthesize it. The reactants are: [Cl:1][C:2]1[CH:10]=[C:9]([C:11]([NH:13][CH:14]([C:16]2[NH:20][C:19]3[CH:21]=[CH:22][C:23]([Cl:25])=[CH:24][C:18]=3[N:17]=2)[CH3:15])=[O:12])[CH:8]=[CH:7][C:3]=1[C:4]([OH:6])=O.[OH:26][CH:27]1[CH2:32][CH2:31][NH:30][CH2:29][CH2:28]1.C(N(C(C)C)CC)(C)C.ClCl.